From a dataset of NCI-60 drug combinations with 297,098 pairs across 59 cell lines. Regression. Given two drug SMILES strings and cell line genomic features, predict the synergy score measuring deviation from expected non-interaction effect. (1) Drug 1: CN(C(=O)NC(C=O)C(C(C(CO)O)O)O)N=O. Drug 2: CC1=C(C(=O)C2=C(C1=O)N3CC4C(C3(C2COC(=O)N)OC)N4)N. Cell line: HT29. Synergy scores: CSS=35.8, Synergy_ZIP=23.1, Synergy_Bliss=25.1, Synergy_Loewe=11.0, Synergy_HSA=20.4. (2) Drug 1: CN1CCC(CC1)COC2=C(C=C3C(=C2)N=CN=C3NC4=C(C=C(C=C4)Br)F)OC. Drug 2: CC1=C(C=C(C=C1)NC2=NC=CC(=N2)N(C)C3=CC4=NN(C(=C4C=C3)C)C)S(=O)(=O)N.Cl. Cell line: IGROV1. Synergy scores: CSS=47.5, Synergy_ZIP=1.98, Synergy_Bliss=4.72, Synergy_Loewe=-24.8, Synergy_HSA=4.98.